Dataset: NCI-60 drug combinations with 297,098 pairs across 59 cell lines. Task: Regression. Given two drug SMILES strings and cell line genomic features, predict the synergy score measuring deviation from expected non-interaction effect. (1) Drug 2: CC1C(C(CC(O1)OC2CC(CC3=C2C(=C4C(=C3O)C(=O)C5=C(C4=O)C(=CC=C5)OC)O)(C(=O)C)O)N)O.Cl. Cell line: OVCAR-4. Synergy scores: CSS=7.17, Synergy_ZIP=-3.53, Synergy_Bliss=-1.07, Synergy_Loewe=0.741, Synergy_HSA=0.816. Drug 1: CC1OCC2C(O1)C(C(C(O2)OC3C4COC(=O)C4C(C5=CC6=C(C=C35)OCO6)C7=CC(=C(C(=C7)OC)O)OC)O)O. (2) Drug 1: CC1C(C(CC(O1)OC2CC(OC(C2O)C)OC3=CC4=CC5=C(C(=O)C(C(C5)C(C(=O)C(C(C)O)O)OC)OC6CC(C(C(O6)C)O)OC7CC(C(C(O7)C)O)OC8CC(C(C(O8)C)O)(C)O)C(=C4C(=C3C)O)O)O)O. Drug 2: CC1CCC2CC(C(=CC=CC=CC(CC(C(=O)C(C(C(=CC(C(=O)CC(OC(=O)C3CCCCN3C(=O)C(=O)C1(O2)O)C(C)CC4CCC(C(C4)OC)O)C)C)O)OC)C)C)C)OC. Cell line: SF-268. Synergy scores: CSS=6.00, Synergy_ZIP=2.45, Synergy_Bliss=1.58, Synergy_Loewe=-3.15, Synergy_HSA=1.44.